This data is from Forward reaction prediction with 1.9M reactions from USPTO patents (1976-2016). The task is: Predict the product of the given reaction. The product is: [Cl:56][C:55]1[CH:54]=[CH:53][C:52]([CH3:57])=[CH:51][C:50]=1[C:2]1[CH:20]=[CH:19][C:5]([CH2:6][N:7]2[CH2:12][CH2:11][O:10][CH:9]([C:13]3[CH:18]=[CH:17][CH:16]=[CH:15][CH:14]=3)[CH2:8]2)=[CH:4][CH:3]=1. Given the reactants Br[C:2]1[CH:20]=[CH:19][C:5]([CH2:6][N:7]2[CH2:12][CH2:11][O:10][CH:9]([C:13]3[CH:18]=[CH:17][CH:16]=[CH:15][CH:14]=3)[CH2:8]2)=[CH:4][CH:3]=1.B1(B2OC(C)(C)C(C)(C)O2)OC(C)(C)C(C)(C)O1.C([O-])(=O)C.[K+].C(=O)(O)[O-].[Na+].Br[C:50]1[CH:51]=[C:52]([CH3:57])[CH:53]=[CH:54][C:55]=1[Cl:56], predict the reaction product.